From a dataset of Reaction yield outcomes from USPTO patents with 853,638 reactions. Predict the reaction yield, written as a fraction of the theoretical maximum amount of product (1.0 means a 100% yield; for example, 0.34 means a 34% yield). (1) The reactants are Br[C:2]1[CH:3]=[C:4]([NH:10][C:11]2[CH:16]=[CH:15][N:14]=[C:13]([C:17]([OH:20])([CH3:19])[CH3:18])[N:12]=2)[C:5](=[O:9])[N:6]([CH3:8])[CH:7]=1.[C:21]([O:24][CH2:25][C:26]1[C:27]([N:41]2[CH2:52][CH2:51][N:50]3[C:43](=[CH:44][C:45]4[CH2:46][C:47]([CH3:54])([CH3:53])[CH2:48][C:49]=43)[C:42]2=[O:55])=[N:28][CH:29]=[CH:30][C:31]=1B1OC(C)(C)C(C)(C)O1)(=[O:23])[CH3:22].[O-]P([O-])([O-])=O.[K+].[K+].[K+].O. The catalyst is C1C=CC(P(C2C=CC=CC=2)[C-]2C=CC=C2)=CC=1.C1C=CC(P(C2C=CC=CC=2)[C-]2C=CC=C2)=CC=1.Cl[Pd]Cl.[Fe+2].O1CCCC1. The product is [C:21]([O:24][CH2:25][C:26]1[C:27]([N:41]2[CH2:52][CH2:51][N:50]3[C:43](=[CH:44][C:45]4[CH2:46][C:47]([CH3:54])([CH3:53])[CH2:48][C:49]=43)[C:42]2=[O:55])=[N:28][CH:29]=[CH:30][C:31]=1[C:2]1[CH:3]=[C:4]([NH:10][C:11]2[CH:16]=[CH:15][N:14]=[C:13]([C:17]([OH:20])([CH3:19])[CH3:18])[N:12]=2)[C:5](=[O:9])[N:6]([CH3:8])[CH:7]=1)(=[O:23])[CH3:22]. The yield is 0.540. (2) The reactants are [Br:1][CH2:2][CH2:3][CH2:4][O:5][C:6]1[CH:10]=[C:9]([C:11]([O:13]C)=[O:12])[O:8][N:7]=1.[OH-].[Na+]. The catalyst is O1CCCC1. The product is [Br:1][CH2:2][CH2:3][CH2:4][O:5][C:6]1[CH:10]=[C:9]([C:11]([OH:13])=[O:12])[O:8][N:7]=1. The yield is 0.990. (3) The reactants are [CH2:1]([NH2:4])[C:2]#[CH:3].[CH3:5][O:6][C:7]1[C:11](=[O:12])[N:10]([CH3:13])[CH2:9][C:8]=1[C:14]([OH:16])=O.C1CN([P+](ON2N=NC3C=CC=CC2=3)(N2CCCC2)N2CCCC2)CC1.F[P-](F)(F)(F)(F)F. The catalyst is CN(C=O)C. The product is [CH3:5][O:6][C:7]1[C:11](=[O:12])[N:10]([CH3:13])[CH2:9][C:8]=1[C:14]([NH:4][CH2:1][C:2]#[CH:3])=[O:16]. The yield is 0.820. (4) The reactants are [CH2:1]([Zn]CC)C.C(O)(C(F)(F)F)=O.ICI.[CH2:16]([N:23]1[CH2:28][CH:27]=[C:26]([C:29]2[CH:34]=[CH:33][C:32]([F:35])=[CH:31][CH:30]=2)[CH2:25][CH2:24]1)[C:17]1[CH:22]=[CH:21][CH:20]=[CH:19][CH:18]=1. The catalyst is C1(C)C=CC=CC=1.C(Cl)Cl. The product is [CH2:16]([N:23]1[CH2:24][CH2:25][C:26]2([C:29]3[CH:30]=[CH:31][C:32]([F:35])=[CH:33][CH:34]=3)[CH:27]([CH2:1]2)[CH2:28]1)[C:17]1[CH:18]=[CH:19][CH:20]=[CH:21][CH:22]=1. The yield is 0.440. (5) The reactants are [F:1][C:2]1[C:7]([C:8]2[CH:9]=[C:10]([CH2:22][N:23](C)[C:24](=O)OC(C)(C)C)[S:11][C:12]=2[S:13]([C:16]2[N:17]([CH3:21])[CH:18]=[CH:19][N:20]=2)(=[O:15])=[O:14])=[CH:6][CH:5]=[CH:4][N:3]=1.C(OCC)(=O)C.[ClH:38]. The catalyst is C(OCC)(=O)C.C(O)C. The product is [ClH:38].[F:1][C:2]1[C:7]([C:8]2[CH:9]=[C:10]([CH2:22][NH:23][CH3:24])[S:11][C:12]=2[S:13]([C:16]2[N:17]([CH3:21])[CH:18]=[CH:19][N:20]=2)(=[O:15])=[O:14])=[CH:6][CH:5]=[CH:4][N:3]=1. The yield is 0.890.